The task is: Predict the reactants needed to synthesize the given product.. This data is from Full USPTO retrosynthesis dataset with 1.9M reactions from patents (1976-2016). (1) Given the product [CH3:64][N:65]1[CH2:70][CH2:69][N:68]([C:2]2[CH:3]=[C:4]([N+:9]([O-:11])=[O:10])[CH:5]=[C:6]([N:68]3[CH2:52][CH2:57][N:65]([CH3:64])[CH2:66][CH2:67]3)[CH:7]=2)[CH2:67][CH2:66]1, predict the reactants needed to synthesize it. The reactants are: Br[C:2]1[CH:3]=[C:4]([N+:9]([O-:11])=[O:10])[CH:5]=[C:6](Br)[CH:7]=1.C1C=CC(P(C2C=CC3C(=CC=CC=3)C=2C2C3C(=CC=CC=3)C=CC=2P([C:52]2[CH:57]=CC=CC=2)C2C=CC=CC=2)C2C=CC=CC=2)=CC=1.C([O-])([O-])=O.[Cs+].[Cs+].[CH3:64][N:65]1[CH2:70][CH2:69][NH:68][CH2:67][CH2:66]1. (2) Given the product [Br-:43].[O:31]([CH2:38][CH2:39][CH2:40][CH2:10][CH2:11][P+:12]([C:13]1[CH:18]=[CH:17][CH:16]=[CH:15][CH:14]=1)([C:25]1[CH:26]=[CH:27][CH:28]=[CH:29][CH:30]=1)[C:19]1[CH:20]=[CH:21][CH:22]=[CH:23][CH:24]=1)[C:32]1[CH:37]=[CH:36][CH:35]=[CH:34][CH:33]=1, predict the reactants needed to synthesize it. The reactants are: [Br-].O(C[CH2:10][CH2:11][P+:12]([C:25]1[CH:30]=[CH:29][CH:28]=[CH:27][CH:26]=1)([C:19]1[CH:24]=[CH:23][CH:22]=[CH:21][CH:20]=1)[C:13]1[CH:18]=[CH:17][CH:16]=[CH:15][CH:14]=1)C1C=CC=CC=1.[O:31]([CH2:38][CH2:39][CH2:40]CC[Br:43])[C:32]1[CH:37]=[CH:36][CH:35]=[CH:34][CH:33]=1.C1(P(C2C=CC=CC=2)C2C=CC=CC=2)C=CC=CC=1.